This data is from Full USPTO retrosynthesis dataset with 1.9M reactions from patents (1976-2016). The task is: Predict the reactants needed to synthesize the given product. (1) Given the product [Si:1]([O:8][CH2:9][C:10]1[S:14][C:13]([CH2:15][OH:16])=[C:12]([CH2:17][CH3:18])[CH:11]=1)([C:4]([CH3:7])([CH3:6])[CH3:5])([CH3:2])[CH3:3], predict the reactants needed to synthesize it. The reactants are: [Si:1]([O:8][CH2:9][C:10]1[S:14][C:13]([CH:15]=[O:16])=[C:12]([CH2:17][CH3:18])[CH:11]=1)([C:4]([CH3:7])([CH3:6])[CH3:5])([CH3:3])[CH3:2].[BH4-].[Na+].O. (2) Given the product [F:1][C:2]1[CH:31]=[CH:30][C:5]([NH:6][C:7]2[CH:19]=[C:18]([C:20]3[CH:21]=[C:22]4[C:26](=[CH:27][CH:28]=3)[N:25]([CH3:29])[CH:24]=[CH:23]4)[CH:17]=[CH:16][C:8]=2[C:9]([OH:11])=[O:10])=[CH:4][CH:3]=1, predict the reactants needed to synthesize it. The reactants are: [F:1][C:2]1[CH:31]=[CH:30][C:5]([NH:6][C:7]2[CH:19]=[C:18]([C:20]3[CH:21]=[C:22]4[C:26](=[CH:27][CH:28]=3)[N:25]([CH3:29])[CH:24]=[CH:23]4)[CH:17]=[CH:16][C:8]=2[C:9]([O:11]C(C)(C)C)=[O:10])=[CH:4][CH:3]=1.O1CCOCC1.CO.[OH-].[Na+]. (3) Given the product [NH2:4][C:5]1[CH:10]=[CH:9][C:8]([CH2:11][C:12]([O:14][CH3:17])=[O:13])=[CH:7][C:6]=1[Cl:15], predict the reactants needed to synthesize it. The reactants are: C([NH:4][C:5]1[CH:10]=[CH:9][C:8]([CH2:11][C:12]([OH:14])=[O:13])=[CH:7][C:6]=1[Cl:15])(=O)C.Cl.[CH3:17]O. (4) Given the product [CH2:2]1[C:3]2([CH2:7][CH2:6][N:5]([C:8]3[C:9]([Cl:27])=[CH:10][C:11]4[N:15]=[C:14]([NH:16][C:17]5[CH:18]=[C:19]([CH:22]=[CH:23][C:24]=5[Cl:25])[CH2:20][NH:21][C:28](=[O:33])[C:29]([CH3:32])([CH3:31])[CH3:30])[NH:13][C:12]=4[CH:26]=3)[CH2:4]2)[CH2:1]1, predict the reactants needed to synthesize it. The reactants are: [CH2:1]1[C:3]2([CH2:7][CH2:6][N:5]([C:8]3[C:9]([Cl:27])=[CH:10][C:11]4[N:15]=[C:14]([NH:16][C:17]5[CH:18]=[C:19]([CH:22]=[CH:23][C:24]=5[Cl:25])[CH2:20][NH2:21])[NH:13][C:12]=4[CH:26]=3)[CH2:4]2)[CH2:2]1.[C:28](Cl)(=[O:33])[C:29]([CH3:32])([CH3:31])[CH3:30]. (5) Given the product [Cl:17][CH2:13][C:8]1[CH:7]=[CH:6][C:5]2[C:10](=[CH:11][CH:12]=[C:3]([O:2][CH3:1])[CH:4]=2)[CH:9]=1, predict the reactants needed to synthesize it. The reactants are: [CH3:1][O:2][C:3]1[CH:4]=[C:5]2[C:10](=[CH:11][CH:12]=1)[CH:9]=[C:8]([CH2:13]O)[CH:7]=[CH:6]2.O=S(Cl)[Cl:17]. (6) Given the product [OH:43][C@H:42]([CH2:41][OH:40])[CH2:44][CH2:45][NH:46][C:34]([CH:16]1[CH:15]([C:11]2[CH:12]=[CH:13][CH:14]=[C:9]([Cl:8])[C:10]=2[F:37])[C:19]([C:22]2[CH:23]=[CH:24][C:25]([Cl:28])=[CH:26][CH:27]=2)([C:20]#[N:21])[CH:18]([C:60]([CH3:59])([CH3:61])[CH3:2])[NH:17]1)=[O:35], predict the reactants needed to synthesize it. The reactants are: F[C:2](F)(F)C(O)=O.[Cl:8][C:9]1[C:10]([F:37])=[C:11]([CH:15]2[C:19]([C:22]3[CH:27]=[CH:26][C:25]([Cl:28])=[CH:24][CH:23]=3)([C:20]#[N:21])[CH:18](CC(C)(C)C)[NH:17][CH:16]2[C:34](O)=[O:35])[CH:12]=[CH:13][CH:14]=1.CC1(C)[O:43][C@@H:42]([CH2:44][CH2:45][NH2:46])[CH2:41][O:40]1.CN(C(ON1N=NC2[CH:59]=[CH:60][CH:61]=NC1=2)=[N+](C)C)C.F[P-](F)(F)(F)(F)F.CCN(C(C)C)C(C)C.Cl. (7) Given the product [ClH:1].[Cl:1][C:2]1[C:10]([O:11][C@@H:12]2[CH2:13][CH2:14][C@H:15]([NH2:18])[CH2:16][CH2:17]2)=[CH:9][CH:8]=[C:7]2[C:3]=1[CH:4]=[N:5][NH:6]2, predict the reactants needed to synthesize it. The reactants are: [Cl:1][C:2]1[C:10]([O:11][C@@H:12]2[CH2:17][CH2:16][C@H:15]([NH2:18])[CH2:14][CH2:13]2)=[CH:9][CH:8]=[C:7]2[C:3]=1[CH:4]=[N:5][NH:6]2.Cl.C(OCC)C.C(OCC)C. (8) Given the product [CH2:11]([N:18]1[CH2:23][CH:22]([CH3:24])[O:21][CH2:20][CH:19]1[CH2:25][C:26]([CH3:27])=[O:28])[C:12]1[CH:13]=[CH:14][CH:15]=[CH:16][CH:17]=1, predict the reactants needed to synthesize it. The reactants are: CS(C)=O.C(Cl)(=O)C(Cl)=O.[CH2:11]([N:18]1[CH2:23][CH:22]([CH3:24])[O:21][CH2:20][CH:19]1[CH2:25][CH:26]([OH:28])[CH3:27])[C:12]1[CH:17]=[CH:16][CH:15]=[CH:14][CH:13]=1.C(N(CC)CC)C. (9) Given the product [CH2:1]([CH:3]1[N:12]([C:17](=[O:26])[C:18]2[CH:23]=[CH:22][CH:21]=[C:20]([O:24][CH3:25])[CH:19]=2)[C:11]2[C:6](=[CH:7][CH:8]=[C:9]([F:13])[CH:10]=2)[N:5]2[CH:14]=[CH:15][CH:16]=[C:4]12)[CH3:2], predict the reactants needed to synthesize it. The reactants are: [CH2:1]([CH:3]1[NH:12][C:11]2[C:6](=[CH:7][CH:8]=[C:9]([F:13])[CH:10]=2)[N:5]2[CH:14]=[CH:15][CH:16]=[C:4]12)[CH3:2].[C:17](Cl)(=[O:26])[C:18]1[CH:23]=[CH:22][CH:21]=[C:20]([O:24][CH3:25])[CH:19]=1.